From a dataset of Forward reaction prediction with 1.9M reactions from USPTO patents (1976-2016). Predict the product of the given reaction. (1) Given the reactants C([O:5][C:6](=[O:16])[CH:7]([CH2:11][S:12](Cl)(=[O:14])=[O:13])[CH:8]([CH3:10])[CH3:9])(C)(C)C.[CH2:17]1[C:22]2[NH:23][C:24]3[C:29]([C:21]=2[CH2:20][CH2:19][NH:18]1)=[CH:28][CH:27]=[CH:26][CH:25]=3.C(N(CC)CC)C.FC(F)(F)C(O)=O, predict the reaction product. The product is: [CH3:10][CH:8]([CH3:9])[CH:7]([CH2:11][S:12]([N:18]1[CH2:19][CH2:20][C:21]2[C:29]3[C:24](=[CH:25][CH:26]=[CH:27][CH:28]=3)[NH:23][C:22]=2[CH2:17]1)(=[O:13])=[O:14])[C:6]([OH:5])=[O:16]. (2) Given the reactants [O:1]1[C:5]2[CH:6]=[CH:7][CH:8]=[CH:9][C:4]=2[N:3]=[C:2]1[C:10]1[C:11]([NH2:28])=[N:12][CH:13]=[C:14]([C:16]2[CH:17]=[N:18][N:19]([CH2:21][CH2:22][O:23]C(C)(C)C)[CH:20]=2)[CH:15]=1.N, predict the reaction product. The product is: [NH2:28][C:11]1[N:12]=[CH:13][C:14]([C:16]2[CH:17]=[N:18][N:19]([CH2:21][CH2:22][OH:23])[CH:20]=2)=[CH:15][C:10]=1[C:2]1[O:1][C:5]2[CH:6]=[CH:7][CH:8]=[CH:9][C:4]=2[N:3]=1. (3) Given the reactants [OH:1][C:2]1[CH:3]=[C:4]([CH:7]=[CH:8][C:9]=1[OH:10])[CH:5]=[O:6].Cl[C:12]([F:17])([F:16])C([O-])=O.[Na+].[OH-].[Na+], predict the reaction product. The product is: [F:16][CH:12]([F:17])[O:10][C:9]1[CH:8]=[CH:7][C:4]([CH:5]=[O:6])=[CH:3][C:2]=1[OH:1]. (4) Given the reactants [Cl:1][CH2:2][CH2:3][O:4][CH2:5][C:6]([CH3:10])([CH3:9])[C:7]#[N:8].[NH2:11][OH:12], predict the reaction product. The product is: [Cl:1][CH2:2][CH2:3][O:4][CH2:5][C:6]([CH3:10])([CH3:9])[C:7]([NH:11][OH:12])=[NH:8].